This data is from Forward reaction prediction with 1.9M reactions from USPTO patents (1976-2016). The task is: Predict the product of the given reaction. (1) Given the reactants [Br:1][C:2]1[CH:7]=[CH:6][C:5]([OH:8])=[CH:4][CH:3]=1.N1C=CN=C1.[Si:14](Cl)([C:17]([CH3:20])([CH3:19])[CH3:18])([CH3:16])[CH3:15], predict the reaction product. The product is: [Br:1][C:2]1[CH:7]=[CH:6][C:5]([O:8][Si:14]([C:17]([CH3:20])([CH3:19])[CH3:18])([CH3:16])[CH3:15])=[CH:4][CH:3]=1. (2) Given the reactants [CH3:1][N:2]([CH3:6])[C:3](Cl)=[O:4].[NH:7]1[CH2:12][CH2:11][CH2:10][C@@H:9]([NH:13][C:14]2[C:22]3[C:17](=[N:18][CH:19]=[CH:20][C:21]=3[O:23][C:24]3[CH:38]=[CH:37][C:27]([C:28]([NH:30][C:31]4[CH:36]=[CH:35][CH:34]=[CH:33][N:32]=4)=[O:29])=[CH:26][CH:25]=3)[NH:16][N:15]=2)[CH2:8]1.C(N(CC)C(C)C)(C)C, predict the reaction product. The product is: [CH3:1][N:2]([CH3:6])[C:3]([N:7]1[CH2:12][CH2:11][CH2:10][C@@H:9]([NH:13][C:14]2[C:22]3[C:17](=[N:18][CH:19]=[CH:20][C:21]=3[O:23][C:24]3[CH:25]=[CH:26][C:27]([C:28](=[O:29])[NH:30][C:31]4[CH:36]=[CH:35][CH:34]=[CH:33][N:32]=4)=[CH:37][CH:38]=3)[NH:16][N:15]=2)[CH2:8]1)=[O:4].